Dataset: Forward reaction prediction with 1.9M reactions from USPTO patents (1976-2016). Task: Predict the product of the given reaction. Given the reactants [ClH:1].Cl.C1([C:9]2[O:13][C:12]([CH:14]=[C:15]3[CH2:20][CH2:19][CH2:18][N:17]=[C:16]3[C:21]3[CH:22]=[N:23][CH:24]=[CH:25][CH:26]=3)=[CH:11][CH:10]=2)C=CC=CC=1.[F:27][C:28]1[C:29]([C:35]([F:38])([F:37])[F:36])=[C:30](Br)[CH:31]=[CH:32][CH:33]=1.C([O-])([O-])=O.[Na+].[Na+].Cl, predict the reaction product. The product is: [ClH:1].[ClH:1].[F:27][C:28]1[C:29]([C:35]([F:38])([F:37])[F:36])=[C:30]([C:9]2[O:13][C:12]([CH:14]=[C:15]3[CH2:20][CH2:19][CH2:18][N:17]=[C:16]3[C:21]3[CH:22]=[N:23][CH:24]=[CH:25][CH:26]=3)=[CH:11][CH:10]=2)[CH:31]=[CH:32][CH:33]=1.